From a dataset of Catalyst prediction with 721,799 reactions and 888 catalyst types from USPTO. Predict which catalyst facilitates the given reaction. (1) Product: [C:58]([O:57][C:55]([N:52]1[CH2:53][CH2:54][CH:49]([NH:48][C:15]([CH:11]2[NH:10][C:9](=[O:18])[C:8]3[C:13](=[CH:14][C:5]([C:3]([O:2][CH3:1])=[O:4])=[CH:6][CH:7]=3)[NH:12]2)=[O:17])[CH2:50][CH2:51]1)=[O:56])([CH3:61])([CH3:59])[CH3:60]. The catalyst class is: 136. Reactant: [CH3:1][O:2][C:3]([C:5]1[CH:14]=[C:13]2[C:8]([C:9](=[O:18])[NH:10][CH:11]([C:15]([OH:17])=O)[NH:12]2)=[CH:7][CH:6]=1)=[O:4].CN1CCOCC1.Cl.CN(C)CCCN=C=NCC.ON1C2C=CC=CC=2N=N1.[NH2:48][CH:49]1[CH2:54][CH2:53][N:52]([C:55]([O:57][C:58]([CH3:61])([CH3:60])[CH3:59])=[O:56])[CH2:51][CH2:50]1. (2) Reactant: [C:1]([N:4]([CH2:8][CH2:9][OH:10])[CH2:5][CH2:6][OH:7])(=[O:3])[CH3:2].C(N(CC)CC)C.Cl[C:19](Cl)([O:21]C(=O)OC(Cl)(Cl)Cl)Cl. Product: [C:1]([N:4]1[CH2:8][CH2:9][O:10][C:19](=[O:21])[O:7][CH2:6][CH2:5]1)(=[O:3])[CH3:2]. The catalyst class is: 1. (3) Reactant: [CH2:1]([C:3]1[N:4]([CH2:11][CH2:12][O:13][C:14]2[CH:25]=[CH:24][C:17]([CH2:18][N:19]([OH:23])[C:20]([NH2:22])=[O:21])=[CH:16][CH:15]=2)[C:5](=[O:10])[CH:6]=[C:7]([CH3:9])[N:8]=1)[CH3:2].[OH-].[Na+].Cl[C:29](OCC)=[O:30]. Product: [CH2:1]([C:3]1[N:4]([CH2:11][CH2:12][O:13][C:14]2[CH:15]=[CH:16][C:17]([CH2:18][N:19]3[C:20](=[O:21])[NH:22][C:29](=[O:30])[O:23]3)=[CH:24][CH:25]=2)[C:5](=[O:10])[CH:6]=[C:7]([CH3:9])[N:8]=1)[CH3:2]. The catalyst class is: 6. (4) Reactant: [CH3:1][C:2]1([CH3:31])[C:6]([CH3:8])([CH3:7])[O:5][B:4]([C:9]2[CH:10]=[C:11]([C:21]([O:23][CH2:24][C:25]3[CH:30]=[CH:29][CH:28]=[CH:27][CH:26]=3)=[O:22])[N:12]([C:14](OC(C)(C)C)=O)[CH:13]=2)[O:3]1.Cl.[H-].[Na+].CI. Product: [CH3:14][N:12]1[CH:13]=[C:9]([B:4]2[O:3][C:2]([CH3:1])([CH3:31])[C:6]([CH3:8])([CH3:7])[O:5]2)[CH:10]=[C:11]1[C:21]([O:23][CH2:24][C:25]1[CH:26]=[CH:27][CH:28]=[CH:29][CH:30]=1)=[O:22]. The catalyst class is: 135. (5) Reactant: [OH:1][C:2]1[CH:9]=[CH:8][CH:7]=[C:6]([N+:10]([O-:12])=[O:11])[C:3]=1[C:4]#[N:5].C([O-])([O-])=O.[Cs+].[Cs+].[CH2:19](Br)[C:20]1[CH:25]=[CH:24][CH:23]=[CH:22][CH:21]=1. Product: [N+:10]([C:6]1[CH:7]=[CH:8][CH:9]=[C:2]([O:1][CH2:19][C:20]2[CH:25]=[CH:24][CH:23]=[CH:22][CH:21]=2)[C:3]=1[C:4]#[N:5])([O-:12])=[O:11]. The catalyst class is: 21. (6) Reactant: [CH:1]1[C:13]2C[C:13]3[C:1](=[CH:2][CH:3]=CC=3)C=2C=[CH:3][CH:2]=1.[Cl-].[C:15]([C:24]([NH3+])([C:34](=O)[CH2:35][CH2:36][CH2:37][CH2:38][CH2:39][CH2:40][CH3:41])[C:25](=O)[CH2:26][CH2:27][CH2:28][CH2:29][CH2:30][CH2:31][CH3:32])(=O)[CH2:16][CH2:17][CH2:18][CH2:19][CH2:20][CH2:21][CH3:22].[OH-].[Na+]. Product: [CH2:15]([C:24]1([CH2:34][CH2:35][CH2:36][CH2:37][CH2:38][CH2:39][CH2:40][CH3:41])[C:32]2[CH:3]=[CH:2][CH:1]=[CH:13][C:31]=2[C:30]2[C:25]1=[CH:26][CH:27]=[CH:28][CH:29]=2)[CH2:16][CH2:17][CH2:18][CH2:19][CH2:20][CH2:21][CH3:22]. The catalyst class is: 6. (7) Reactant: Cl.[NH2:2][C:3]1([CH3:22])[CH2:7][CH2:6][CH2:5][CH:4]1[NH:8][C:9](=[O:21])[O:10][C@@H:11]1[CH2:16][C@H:15]([CH3:17])[CH2:14][CH2:13][C@H:12]1[CH:18]([CH3:20])[CH3:19].Cl[C:24]1[CH:29]=[N:28][C:27]([C:30]([F:33])([F:32])[F:31])=[CH:26][N:25]=1.CCN(C(C)C)C(C)C. Product: [CH3:22][C@:3]1([NH:2][C:24]2[CH:29]=[N:28][C:27]([C:30]([F:33])([F:32])[F:31])=[CH:26][N:25]=2)[CH2:7][CH2:6][CH2:5][C@@H:4]1[NH:8][C:9](=[O:21])[O:10][C@@H:11]1[CH2:16][C@H:15]([CH3:17])[CH2:14][CH2:13][C@H:12]1[CH:18]([CH3:19])[CH3:20]. The catalyst class is: 58. (8) Reactant: [C:1]([CH2:4][C@H:5]([C:19]1[CH:20]=[C:21]([CH:25]=[CH:26][CH:27]=1)[C:22]([OH:24])=[O:23])[NH:6][C:7](=[O:18])[C:8]1[CH:13]=[CH:12][C:11]([O:14][CH3:15])=[C:10]([O:16][CH3:17])[CH:9]=1)(O)=[O:2].C1C=CC2N(O)N=[N:34][C:32]=2C=1.C(Cl)CCl.CCN(CC)CC.CN.C1COCC1. Product: [CH3:17][O:16][C:10]1[CH:9]=[C:8]([CH:13]=[CH:12][C:11]=1[O:14][CH3:15])[C:7]([NH:6][C@@H:5]([C:19]1[CH:20]=[C:21]([CH:25]=[CH:26][CH:27]=1)[C:22]([OH:24])=[O:23])[CH2:4][C:1](=[O:2])[NH:34][CH3:32])=[O:18]. The catalyst class is: 18.